Dataset: Reaction yield outcomes from USPTO patents with 853,638 reactions. Task: Predict the reaction yield, written as a fraction of the theoretical maximum amount of product (1.0 means a 100% yield; for example, 0.34 means a 34% yield). (1) The reactants are [O:1]1[C:10]2[CH:9]=[C:8]([CH2:11][N:12]([CH:20]3[CH2:25][CH2:24][N:23]([CH:26]([CH2:41][O:42]CC4C=CC=CC=4)[CH2:27][N:28]4[C:37]5[C:32](=[CH:33][CH:34]=[C:35]([O:38][CH3:39])[N:36]=5)[CH2:31][CH2:30][C:29]4=[O:40])[CH2:22][CH2:21]3)[C:13](=[O:19])[O:14][C:15]([CH3:18])([CH3:17])[CH3:16])[N:7]=[CH:6][C:5]=2[O:4][CH2:3][CH2:2]1.[H][H]. The catalyst is C(O)C. The product is [O:1]1[C:10]2[CH:9]=[C:8]([CH2:11][N:12]([CH:20]3[CH2:25][CH2:24][N:23]([CH:26]([CH2:27][N:28]4[C:37]5[C:32](=[CH:33][CH:34]=[C:35]([O:38][CH3:39])[N:36]=5)[CH2:31][CH2:30][C:29]4=[O:40])[CH2:41][OH:42])[CH2:22][CH2:21]3)[C:13](=[O:19])[O:14][C:15]([CH3:18])([CH3:17])[CH3:16])[N:7]=[CH:6][C:5]=2[O:4][CH2:3][CH2:2]1. The yield is 0.910. (2) The reactants are [CH2:1]([O:3][C:4]([C:6]1[NH:7][CH:8]=[CH:9][CH:10]=1)=[O:5])[CH3:2].[Cl-].[Al+3].[Cl-].[Cl-].[Br:15][C:16]1[CH:21]=[CH:20][CH:19]=[CH:18][C:17]=1[CH2:22][C:23](Cl)=[O:24]. The catalyst is ClC(Cl)C. The product is [CH2:1]([O:3][C:4]([C:6]1[NH:7][CH:8]=[C:9]([C:23](=[O:24])[CH2:22][C:17]2[CH:18]=[CH:19][CH:20]=[CH:21][C:16]=2[Br:15])[CH:10]=1)=[O:5])[CH3:2]. The yield is 0.549.